Dataset: TCR-epitope binding with 47,182 pairs between 192 epitopes and 23,139 TCRs. Task: Binary Classification. Given a T-cell receptor sequence (or CDR3 region) and an epitope sequence, predict whether binding occurs between them. The epitope is RILGAGCFV. The TCR CDR3 sequence is CASSRLLGQRQETQYF. Result: 0 (the TCR does not bind to the epitope).